This data is from Catalyst prediction with 721,799 reactions and 888 catalyst types from USPTO. The task is: Predict which catalyst facilitates the given reaction. (1) Reactant: [O:1]1[C:6]2[CH:7]=[CH:8][C:9]([CH2:11][N:12]([CH:20]3[CH2:25][CH2:24][N:23]([CH2:26][CH2:27][N:28]4[C:37]5[C:32](=[CH:33][CH:34]=[C:35]([N:38]([CH3:40])[CH3:39])[CH:36]=5)[C:31]([CH3:41])=[CH:30][C:29]4=[O:42])[CH2:22][CH2:21]3)C(=O)OC(C)(C)C)=[CH:10][C:5]=2[O:4][CH2:3][CH2:2]1.[ClH:43].O1CCOCC1. Product: [ClH:43].[O:1]1[C:6]2[CH:7]=[CH:8][C:9]([CH2:11][NH:12][CH:20]3[CH2:25][CH2:24][N:23]([CH2:26][CH2:27][N:28]4[C:37]5[C:32](=[CH:33][CH:34]=[C:35]([N:38]([CH3:39])[CH3:40])[CH:36]=5)[C:31]([CH3:41])=[CH:30][C:29]4=[O:42])[CH2:22][CH2:21]3)=[CH:10][C:5]=2[O:4][CH2:3][CH2:2]1. The catalyst class is: 12. (2) Reactant: [CH:1]1([NH:6][C:7]2[N:12]=[C:11]([C:13]3[N:17]4[CH:18]=[CH:19][CH:20]=[C:21]([N:22]=CN(C)C)[C:16]4=[N:15][C:14]=3[C:27]3[CH:32]=[CH:31][C:30]([F:33])=[CH:29][CH:28]=3)[CH:10]=[CH:9][N:8]=2)[CH2:5][CH2:4][CH2:3][CH2:2]1.[OH-].[Na+]. Product: [CH:1]1([NH:6][C:7]2[N:12]=[C:11]([C:13]3[N:17]4[CH:18]=[CH:19][CH:20]=[C:21]([NH2:22])[C:16]4=[N:15][C:14]=3[C:27]3[CH:28]=[CH:29][C:30]([F:33])=[CH:31][CH:32]=3)[CH:10]=[CH:9][N:8]=2)[CH2:5][CH2:4][CH2:3][CH2:2]1. The catalyst class is: 5.